From a dataset of Full USPTO retrosynthesis dataset with 1.9M reactions from patents (1976-2016). Predict the reactants needed to synthesize the given product. Given the product [Cl:30][C:13]1[CH:12]=[CH:11][N:10]=[C:9]2[NH:8][C:16]([CH:17]3[CH2:22][CH2:21][CH2:20][N:19]([C:23]([O:25][C:26]([CH3:29])([CH3:28])[CH3:27])=[O:24])[CH2:18]3)=[CH:15][C:14]=12, predict the reactants needed to synthesize it. The reactants are: C(OC([NH:8][C:9]1[C:14]([C:15]#[C:16][CH:17]2[CH2:22][CH2:21][CH2:20][N:19]([C:23]([O:25][C:26]([CH3:29])([CH3:28])[CH3:27])=[O:24])[CH2:18]2)=[C:13]([Cl:30])[CH:12]=[CH:11][N:10]=1)=O)(C)(C)C.CC(C)([O-])C.[K+].C1OCCOCCOCCOCCOCCOC1.